This data is from Reaction yield outcomes from USPTO patents with 853,638 reactions. The task is: Predict the reaction yield, written as a fraction of the theoretical maximum amount of product (1.0 means a 100% yield; for example, 0.34 means a 34% yield). (1) The reactants are C[O:2][C:3]1[CH:4]=[C:5]2[C:10](=[CH:11][CH:12]=1)[CH:9]=[N:8][CH:7]=[CH:6]2.Cl.N1C=CC=CC=1.[OH-].[NH4+]. The catalyst is O. The product is [CH:9]1[C:10]2[C:5](=[CH:4][C:3]([OH:2])=[CH:12][CH:11]=2)[CH:6]=[CH:7][N:8]=1. The yield is 0.270. (2) The reactants are [C:1]1([CH2:7][CH2:8][CH2:9][O:10][C:11]2[C:12]([C:16]3[CH:17]=[N:18][CH:19]=[CH:20][CH:21]=3)=[N:13][NH:14][CH:15]=2)C=CC=CC=1.BrCCC=C.N1C=CC=C(C2C(O)=CN(COCC[Si](C)(C)C)N=2)C=1. The catalyst is C(OCC)C. The product is [CH2:9]([O:10][C:11]1[C:12]([C:16]2[CH:17]=[N:18][CH:19]=[CH:20][CH:21]=2)=[N:13][NH:14][CH:15]=1)[CH2:8][CH:7]=[CH2:1]. The yield is 0.430. (3) The reactants are [O:1]=[O+][O-].C([C:6](=P(C1C=CC=CC=1)(C1C=CC=CC=1)C1C=CC=CC=1)[C:7]([C@@H:9]([NH:14][C:15](=[O:38])[O:16][C@H:17]([CH2:22][C:23]1[O:24][C:25]([C:28]2[CH:33]=[CH:32][C:31]([C:34]([F:37])([F:36])[F:35])=[CH:30][CH:29]=2)=[N:26][N:27]=1)[C:18]([CH3:21])([CH3:20])[CH3:19])[CH2:10][CH2:11][CH2:12][CH3:13])=[O:8])#N.[CH3:58][C@H:59]([NH2:66])[C:60]1[CH:65]=[CH:64][CH:63]=[CH:62][CH:61]=1. The catalyst is ClCCl. The product is [O:1]=[C:6]([NH:66][C@@H:59]([C:60]1[CH:65]=[CH:64][CH:63]=[CH:62][CH:61]=1)[CH3:58])[C:7]([C@@H:9]([NH:14][C:15](=[O:38])[O:16][C@H:17]([CH2:22][C:23]1[O:24][C:25]([C:28]2[CH:29]=[CH:30][C:31]([C:34]([F:36])([F:37])[F:35])=[CH:32][CH:33]=2)=[N:26][N:27]=1)[C:18]([CH3:20])([CH3:19])[CH3:21])[CH2:10][CH2:11][CH2:12][CH3:13])=[O:8]. The yield is 0.430. (4) The reactants are Cl[C:2]1[CH:7]=[CH:6][N:5]=[C:4]2[CH:8]=[C:9]([C:11]3[N:12]([CH3:16])[CH:13]=[CH:14][N:15]=3)[S:10][C:3]=12.[CH3:17][NH:18][C:19]([C:21]1[C:22]2[CH:31]=[CH:30][C:29]([OH:32])=[CH:28][C:23]=2[S:24][C:25]=1[CH2:26][CH3:27])=[O:20].C([O-])([O-])=O.[Cs+].[Cs+]. No catalyst specified. The product is [CH3:17][NH:18][C:19]([C:21]1[C:22]2[CH:31]=[CH:30][C:29]([O:32][C:2]3[CH:7]=[CH:6][N:5]=[C:4]4[CH:8]=[C:9]([C:11]5[N:12]([CH3:16])[CH:13]=[CH:14][N:15]=5)[S:10][C:3]=34)=[CH:28][C:23]=2[S:24][C:25]=1[CH2:26][CH3:27])=[O:20]. The yield is 0.370. (5) The reactants are C([O:8][C:9]1[CH:14]=[CH:13][C:12]([C:15]2[CH:20]=[C:19]([O:21][CH:22]3[CH2:27][CH2:26][N:25]([CH3:28])[CH2:24][CH2:23]3)[N:18]=[N:17][C:16]=2[CH2:29][CH2:30][CH2:31][CH3:32])=[CH:11][CH:10]=1)C1C=CC=CC=1. The catalyst is CO.C(OCC)(=O)C.[Pd]. The product is [CH2:29]([C:16]1[N:17]=[N:18][C:19]([O:21][CH:22]2[CH2:23][CH2:24][N:25]([CH3:28])[CH2:26][CH2:27]2)=[CH:20][C:15]=1[C:12]1[CH:11]=[CH:10][C:9]([OH:8])=[CH:14][CH:13]=1)[CH2:30][CH2:31][CH3:32]. The yield is 0.850.